Dataset: Experimentally validated miRNA-target interactions with 360,000+ pairs, plus equal number of negative samples. Task: Binary Classification. Given a miRNA mature sequence and a target amino acid sequence, predict their likelihood of interaction. (1) The miRNA is hsa-miR-4277 with sequence GCAGUUCUGAGCACAGUACAC. The protein sequence of the target gene is MEAVELARKLQEEATCSICLDYFTDPVMTTCGHNFCRACIQLSWEKARGKKGRRKRKGSFPCPECREMSPQRNLLPNRLLTKVAEMAQQHPGLQKQDLCQEHHEPLKLFCQKDQSPICVVCRESREHRLHRVLPAEEAVQGYKLKLEEDMEYLREQITRTGNLQAREEQSLAEWQGKVKERRERIVLEFEKMNLYLVEEEQRLLQALETEEEETASRLRESVACLDRQGHSLELLLLQLEERSTQGPLQMLQDMKEPLSRKNNVSVQCPEVAPPTRPRTVCRVPGQIEVLRGFLEDVVPD.... Result: 0 (no interaction). (2) The miRNA is hsa-miR-1267 with sequence CCUGUUGAAGUGUAAUCCCCA. The protein sequence of the target gene is MNIILEILLLLITIIYSYLESLVKFFIPQRRKSVAGEIVLITGAGHGIGRQTTYEFAKRQSILVLWDINKRGVEETAAECRKLGVTAHAYVVDCSNREEIYRSLNQVKKEVGDVTIVVNNAGTVYPADLLSTKDEEITKTFEVNILGHFWITKALLPSMMERNHGHIVTVASVCGHEGIPYLIPYCSSKFAAVGFHRGLTSELQALGKTGIKTSCLCPVFVNTGFTKNPSTRLWPVLETDEVVRSLIDGILTNKKMIFVPSYINIFLRLQKFLPERASAILNRMQNIQFEAVVGHKIKMK.... Result: 0 (no interaction). (3) The miRNA is hsa-miR-6807-3p with sequence CACUGCAUUCCUGCUUGGCCCAG. The protein sequence of the target gene is MAAARPSLGRVLPGSSVLFLCDMQEKFRHNIAYFPQIVSVAARMLKVARLLEVPVMLTEQYPQGLGPTVPELGTEGLRPLAKTCFSMVPALQQELDSRPQLRSVLLCGIEAQACILNTTLDLLDRGLQVHVVVDACSSRSQVDRLVALARMRQSGAFLSTSEGLILQLVGDAVHPQFKEIQKLIKEPAPDSGLLGLFQGQNSLLH. Result: 0 (no interaction).